Dataset: Reaction yield outcomes from USPTO patents with 853,638 reactions. Task: Predict the reaction yield, written as a fraction of the theoretical maximum amount of product (1.0 means a 100% yield; for example, 0.34 means a 34% yield). (1) The reactants are [F:1][C:2]1[C:3]([C:9]2[N:13]([CH:14]([CH3:16])[CH3:15])[C:12]([CH3:17])=[N:11][CH:10]=2)=[N:4][C:5]([NH2:8])=[N:6][CH:7]=1.[Cl:18][C:19]1[CH:33]=[CH:32][C:22]([C:23]([N:25]2[CH2:30][CH2:29][N:28]([CH3:31])[CH2:27][CH2:26]2)=[O:24])=[C:21]([O:34][CH3:35])[CH:20]=1.C([O-])([O-])=O.[Cs+].[Cs+].CC(C1C=C(C(C)C)C(C2C=CC=CC=2P(C2CCCCC2)C2CCCCC2)=C(C(C)C)C=1)C. The catalyst is C1C=CC(/C=C/C(/C=C/C2C=CC=CC=2)=O)=CC=1.C1C=CC(/C=C/C(/C=C/C2C=CC=CC=2)=O)=CC=1.C1C=CC(/C=C/C(/C=C/C2C=CC=CC=2)=O)=CC=1.[Pd].[Pd]. The product is [ClH:18].[F:1][C:2]1[C:3]([C:9]2[N:13]([CH:14]([CH3:15])[CH3:16])[C:12]([CH3:17])=[N:11][CH:10]=2)=[N:4][C:5]([NH:8][C:19]2[CH:33]=[CH:32][C:22]([C:23]([N:25]3[CH2:26][CH2:27][N:28]([CH3:31])[CH2:29][CH2:30]3)=[O:24])=[C:21]([O:34][CH3:35])[CH:20]=2)=[N:6][CH:7]=1. The yield is 0.530. (2) The yield is 0.640. The product is [CH3:6][O:7][C:8](=[O:9])[CH:10]=[C:3]1[CH2:2][O:1][CH2:4]1. The reactants are [O:1]1[CH2:4][C:3](=O)[CH2:2]1.[CH3:6][O:7][C:8]([CH:10]=P(C1C=CC=CC=1)(C1C=CC=CC=1)C1C=CC=CC=1)=[O:9]. The catalyst is ClCCl. (3) The reactants are [CH:1]1([N:7]([CH:18]2[CH2:23][CH2:22][CH2:21][CH2:20][CH2:19]2)[C:8]([NH:10][C:11]2[S:12][C:13]([CH:16]=O)=[CH:14][N:15]=2)=[O:9])[CH2:6][CH2:5][CH2:4][CH2:3][CH2:2]1.[C:24]([O:28][C:29]([N:31]1[CH2:36][CH2:35][NH:34][CH2:33][CH2:32]1)=[O:30])([CH3:27])([CH3:26])[CH3:25].C(O)(=O)C.C(O[BH-](OC(=O)C)OC(=O)C)(=O)C.[Na+]. No catalyst specified. The product is [C:24]([O:28][C:29]([N:31]1[CH2:36][CH2:35][N:34]([CH2:16][C:13]2[S:12][C:11]([NH:10][C:8]([N:7]([CH:18]3[CH2:23][CH2:22][CH2:21][CH2:20][CH2:19]3)[CH:1]3[CH2:6][CH2:5][CH2:4][CH2:3][CH2:2]3)=[O:9])=[N:15][CH:14]=2)[CH2:33][CH2:32]1)=[O:30])([CH3:27])([CH3:25])[CH3:26]. The yield is 0.550.